The task is: Predict which catalyst facilitates the given reaction.. This data is from Catalyst prediction with 721,799 reactions and 888 catalyst types from USPTO. Product: [CH2:6]([N:13]1[CH2:18][CH2:17][CH:16]([NH:1][CH2:2][CH2:3][CH2:4][OH:5])[CH2:15][CH2:14]1)[C:7]1[CH:12]=[CH:11][CH:10]=[CH:9][CH:8]=1. The catalyst class is: 2. Reactant: [NH2:1][CH2:2][CH2:3][CH2:4][OH:5].[CH2:6]([N:13]1[CH2:18][CH2:17][C:16](=O)[CH2:15][CH2:14]1)[C:7]1[CH:12]=[CH:11][CH:10]=[CH:9][CH:8]=1.C(O[BH-](OC(=O)C)OC(=O)C)(=O)C.[Na+].Cl.[OH-].[Na+].